This data is from Catalyst prediction with 721,799 reactions and 888 catalyst types from USPTO. The task is: Predict which catalyst facilitates the given reaction. (1) Reactant: [NH2:1][C:2]1[N:7]=[C:6](Cl)[CH:5]=[CH:4][N:3]=1.[Cl:9][C:10]1[CH:16]=[CH:15][CH:14]=[CH:13][C:11]=1[NH2:12].CO.C(O)(C(F)(F)F)=O. Product: [Cl:9][C:10]1[CH:16]=[CH:15][CH:14]=[CH:13][C:11]=1[NH:12][C:6]1[CH:5]=[CH:4][N:3]=[C:2]([NH2:1])[N:7]=1. The catalyst class is: 6. (2) Reactant: [CH:1]([N-:4][CH:5]([CH3:7])C)([CH3:3])C.[Li+].[CH:9]([NH:12]C(C)C)(C)C.CS(O[CH2:21][CH:22]1[CH2:26][CH2:25][O:24][CH2:23]1)(=O)=O.Cl.[CH3:28]CCCCC. Product: [O:24]1[CH2:25][CH2:26][CH:22]([CH2:21][CH:9]([NH2:12])[C:7]2[CH:5]=[N:4][CH:1]=[CH:3][CH:28]=2)[CH2:23]1. The catalyst class is: 1.